Dataset: CYP2C19 inhibition data for predicting drug metabolism from PubChem BioAssay. Task: Regression/Classification. Given a drug SMILES string, predict its absorption, distribution, metabolism, or excretion properties. Task type varies by dataset: regression for continuous measurements (e.g., permeability, clearance, half-life) or binary classification for categorical outcomes (e.g., BBB penetration, CYP inhibition). Dataset: cyp2c19_veith. (1) The molecule is CS(=O)(=O)O.Cn1cc(C(F)(F)F)nc1-c1ccc(OC[C@@H](O)CNCCOc2ccc(O)c(C(N)=O)c2)cc1. The result is 0 (non-inhibitor). (2) The drug is CC/C(=C(\c1ccccc1)c1ccc(OCCN(C)C)cc1)c1ccccc1. The result is 0 (non-inhibitor). (3) The drug is O=c1oc2ccccc2cc1-c1csc(NN=C2CCCCC2)n1. The result is 1 (inhibitor). (4) The compound is O=C(C[C@@H](C(=O)O)N1CCOCC1)c1ccccc1. The result is 0 (non-inhibitor).